This data is from Forward reaction prediction with 1.9M reactions from USPTO patents (1976-2016). The task is: Predict the product of the given reaction. (1) Given the reactants Cl[C:2]1[N:10]2[C:6](=[N:7][C:8]3[CH:14]=[CH:13][CH:12]=[CH:11][C:9]=32)[C:5]([C:15]#[N:16])=[C:4]([CH3:17])[C:3]=1[CH2:18][CH2:19][CH2:20][CH2:21][CH2:22][CH3:23].[CH3:24][N:25]1[CH2:31][CH2:30][CH2:29][NH:28][CH2:27][CH2:26]1.C(N(CC)CC)C, predict the reaction product. The product is: [CH2:18]([C:3]1[C:4]([CH3:17])=[C:5]([C:15]#[N:16])[C:6]2[N:10]([C:2]=1[N:28]1[CH2:29][CH2:30][CH2:31][N:25]([CH3:24])[CH2:26][CH2:27]1)[C:9]1[CH:11]=[CH:12][CH:13]=[CH:14][C:8]=1[N:7]=2)[CH2:19][CH2:20][CH2:21][CH2:22][CH3:23]. (2) Given the reactants Br[C:2]1[CH:11]=[CH:10][C:5]2[C:6](=[O:9])[O:7][CH2:8][C:4]=2[CH:3]=1.[C:12]([O:16][C:17](=[O:21])[CH2:18][Zn]Cl)([CH3:15])([CH3:14])[CH3:13], predict the reaction product. The product is: [O:9]=[C:6]1[C:5]2[CH:10]=[CH:11][C:2]([CH2:18][C:17]([O:16][C:12]([CH3:15])([CH3:14])[CH3:13])=[O:21])=[CH:3][C:4]=2[CH2:8][O:7]1. (3) Given the reactants [N:1]1([C:7]2[CH:12]=[CH:11][C:10]([C:13]3[NH:14][C:15]4[CH:21]=[C:20]([C:22]([OH:24])=O)[CH:19]=[CH:18][C:16]=4[N:17]=3)=[CH:9][CH:8]=2)[CH2:6][CH2:5][O:4][CH2:3][CH2:2]1.[C:25]1([NH2:32])[CH:30]=[CH:29][C:28]([NH2:31])=[CH:27][CH:26]=1, predict the reaction product. The product is: [C:25]1([NH:32][C:22]([C:20]2[CH:19]=[CH:18][C:16]3[NH:17][C:13]([C:10]4[CH:9]=[CH:8][C:7]([N:1]5[CH2:6][CH2:5][O:4][CH2:3][CH2:2]5)=[CH:12][CH:11]=4)=[N:14][C:15]=3[CH:21]=2)=[O:24])[CH:30]=[CH:29][C:28]([NH:31][C:22]([C:20]2[CH:19]=[CH:18][C:16]3[NH:17][C:13]([C:10]4[CH:9]=[CH:8][C:7]([N:1]5[CH2:2][CH2:3][O:4][CH2:5][CH2:6]5)=[CH:12][CH:11]=4)=[N:14][C:15]=3[CH:21]=2)=[O:24])=[CH:27][CH:26]=1. (4) Given the reactants CC(C)[O-].CC(C)[O-].CC(C)[O-].[Al+3].[C:14]([C@H:16]1[C@@H:21]2[CH2:22][C@@H:20]2[C@H:19]2[C@H:23]3[C@H:33]([CH2:34][CH2:35][C@:17]12[CH3:18])[C@:31]1([CH3:32])[C:26]([CH2:27][C@@H:28]([OH:36])[CH2:29][CH2:30]1)=[CH:25][CH2:24]3)#[N:15], predict the reaction product. The product is: [C:14]([C@H:16]1[C@@H:21]2[CH2:22][C@@H:20]2[C@H:19]2[C@H:23]3[C@H:33]([CH2:34][CH2:35][C@:17]12[CH3:18])[C@:31]1([CH3:32])[C:26](=[CH:27][C:28](=[O:36])[CH2:29][CH2:30]1)[CH2:25][CH2:24]3)#[N:15].